Dataset: CYP2D6 inhibition data for predicting drug metabolism from PubChem BioAssay. Task: Regression/Classification. Given a drug SMILES string, predict its absorption, distribution, metabolism, or excretion properties. Task type varies by dataset: regression for continuous measurements (e.g., permeability, clearance, half-life) or binary classification for categorical outcomes (e.g., BBB penetration, CYP inhibition). Dataset: cyp2d6_veith. (1) The molecule is COc1ccc2[nH]cc(CCNc3ncnc4ccc(-c5cccnc5)cc34)c2c1. The result is 1 (inhibitor). (2) The molecule is O=C(Nc1cc2c(oc1=O)CCCC2=O)c1ccc(Cl)cc1. The result is 0 (non-inhibitor).